From a dataset of Forward reaction prediction with 1.9M reactions from USPTO patents (1976-2016). Predict the product of the given reaction. Given the reactants [OH:1][CH2:2][CH2:3][O:4][C:5]1[C:12]([CH3:13])=[CH:11][C:8]([CH:9]=O)=[CH:7][C:6]=1[CH3:14].[NH2:15][C:16]1[CH:31]=[CH:30][CH:29]=[CH:28][C:17]=1[C:18]([NH:20][C:21]1[CH:26]=[CH:25][C:24]([I:27])=[CH:23][CH:22]=1)=[O:19].S([O-])(O)=O.[Na+].C1(C)C=CC(S(O)(=O)=O)=CC=1, predict the reaction product. The product is: [OH:1][CH2:2][CH2:3][O:4][C:5]1[C:12]([CH3:13])=[CH:11][C:8]([C:9]2[N:20]([C:21]3[CH:26]=[CH:25][C:24]([I:27])=[CH:23][CH:22]=3)[C:18](=[O:19])[C:17]3[C:16](=[CH:31][CH:30]=[CH:29][CH:28]=3)[N:15]=2)=[CH:7][C:6]=1[CH3:14].